Dataset: Forward reaction prediction with 1.9M reactions from USPTO patents (1976-2016). Task: Predict the product of the given reaction. (1) Given the reactants O=C(OCC(OC(=O)CCCCCCC/C=C\CCCCCCCC)COC(=O)CCCCCCC/C=C\CCCCCCCC)CCCCCCC/C=C\CCCCCCCC.CCCCCCCC/C=C\CCCCCCCC([O:83][C@@H:84]1[CH2:97][C:96]2[C@@:87]([CH3:110])([C@@H:88]3[C@@H:93]([CH2:94][CH:95]=2)[C@@H:92]2[CH2:98][CH2:99][C@H:100]([C@@H:101]([CH2:103][CH2:104][CH2:105][CH:106]([CH3:108])[CH3:107])[CH3:102])[C@@:91]2([CH3:109])[CH2:90][CH2:89]3)[CH2:86][CH2:85]1)=O.N#N.CCC(C(O[C@@H]1[C@@H]2[C@@H](CC[C@H]3OC(=O)C[C@H](O)C3)[C@@H](C)C=CC2=C[C@H](C)C1)=O)(C)C, predict the reaction product. The product is: [CH3:108][CH:106]([CH2:105][CH2:104][CH2:103][C@H:101]([C@@H:100]1[C@:91]2([CH3:109])[C@H:92]([C@H:93]3[C@H:88]([CH2:89][CH2:90]2)[C@:87]2([CH3:110])[C:96]([CH2:97][C@H:84]([CH2:85][CH2:86]2)[OH:83])=[CH:95][CH2:94]3)[CH2:98][CH2:99]1)[CH3:102])[CH3:107]. (2) The product is: [OH:4][CH2:3][C:5]1[N:10]=[C:9]([C:11]2[CH:12]=[C:13]([CH:23]=[CH:24][CH:25]=2)[CH2:14][NH:15][C:16](=[O:22])[O:17][C:18]([CH3:21])([CH3:20])[CH3:19])[CH:8]=[CH:7][CH:6]=1. Given the reactants [BH4-].[Na+].[CH:3]([C:5]1[N:10]=[C:9]([C:11]2[CH:12]=[C:13]([CH:23]=[CH:24][CH:25]=2)[CH2:14][NH:15][C:16](=[O:22])[O:17][C:18]([CH3:21])([CH3:20])[CH3:19])[CH:8]=[CH:7][CH:6]=1)=[O:4], predict the reaction product.